This data is from Full USPTO retrosynthesis dataset with 1.9M reactions from patents (1976-2016). The task is: Predict the reactants needed to synthesize the given product. (1) Given the product [CH3:12][O:11][C:7]1[CH:6]=[C:5]([C:13]2[CH:17]=[C:16]([C:18]3[NH:27][C:20]4[CH:25]=[CH:24][CH:23]=[CH:22][C:21]=4[N:26]=3)[NH:15][N:14]=2)[CH:4]=[C:3]([O:2][CH3:1])[C:8]=1[O:9][CH3:10], predict the reactants needed to synthesize it. The reactants are: [CH3:1][O:2][C:3]1[CH:4]=[C:5]([C:13]2[CH:17]=[C:16]([CH:18]=O)[NH:15][N:14]=2)[CH:6]=[C:7]([O:11][CH3:12])[C:8]=1[O:9][CH3:10].[C:20]1([NH2:27])[CH:25]=[CH:24][CH:23]=[CH:22][C:21]=1[NH2:26]. (2) The reactants are: [Cl:1][C:2]1[C:3]([O:12][CH2:13][CH3:14])=[CH:4][C:5]([O:9][CH2:10][CH3:11])=[C:6]([CH:8]=1)[NH2:7].[C:15](Cl)(Cl)=[O:16]. Given the product [Cl:1][C:2]1[CH:8]=[C:6]([N:7]=[C:15]=[O:16])[C:5]([O:9][CH2:10][CH3:11])=[CH:4][C:3]=1[O:12][CH2:13][CH3:14], predict the reactants needed to synthesize it. (3) Given the product [C:10]1([C:16]2([C:17]([O:19][CH3:20])=[O:18])[CH2:8][CH2:7][O:6][CH2:5][CH2:4]2)[CH:15]=[CH:14][CH:13]=[CH:12][CH:11]=1, predict the reactants needed to synthesize it. The reactants are: [H-].[Na+].Br[CH2:4][CH2:5][O:6][CH2:7][CH2:8]Br.[C:10]1([CH2:16][C:17]([O:19][CH3:20])=[O:18])[CH:15]=[CH:14][CH:13]=[CH:12][CH:11]=1. (4) Given the product [C:1]([O:5][C:6]([N:8]1[CH2:13][CH2:12][CH:11]([NH:29][CH2:22][C:23]2[CH:28]=[CH:27][CH:26]=[CH:25][CH:24]=2)[CH2:10][CH2:9]1)=[O:7])([CH3:4])([CH3:3])[CH3:2], predict the reactants needed to synthesize it. The reactants are: [C:1]([O:5][C:6]([N:8]1[CH2:13][CH2:12][C:11](=O)[CH2:10][CH2:9]1)=[O:7])([CH3:4])([CH3:3])[CH3:2].C(N(CC)CC)C.[CH2:22]([NH2:29])[C:23]1[CH:28]=[CH:27][CH:26]=[CH:25][CH:24]=1.C([BH3-])#N.[Na+]. (5) Given the product [Cl:1][C:2]1[C:7]([Cl:8])=[CH:6][CH:5]=[CH:4][C:3]=1[S:9]([NH:12][C:13]1[C:18]([O:22][CH3:21])=[N:17][C:16]([Cl:20])=[CH:15][N:14]=1)(=[O:11])=[O:10], predict the reactants needed to synthesize it. The reactants are: [Cl:1][C:2]1[C:7]([Cl:8])=[CH:6][CH:5]=[CH:4][C:3]=1[S:9]([NH:12][C:13]1[C:18](Cl)=[N:17][C:16]([Cl:20])=[CH:15][N:14]=1)(=[O:11])=[O:10].[CH3:21][O-:22].[Na+]. (6) Given the product [CH3:4][C:1]([C:5]1[CH:6]=[C:7]([C:8]([O:10][CH3:11])=[O:9])[CH:12]=[CH:13][C:14]=1[C:30]1[CH:31]=[C:32]([O:35][CH3:36])[CH:33]=[CH:34][C:29]=1[F:28])([CH3:2])[CH3:3], predict the reactants needed to synthesize it. The reactants are: [C:1]([C:5]1[CH:6]=[C:7]([CH:12]=[CH:13][C:14]=1OS(C(F)(F)F)(=O)=O)[C:8]([O:10][CH3:11])=[O:9])([CH3:4])([CH3:3])[CH3:2].CN(C=O)C.[F:28][C:29]1[CH:34]=[CH:33][C:32]([O:35][CH3:36])=[CH:31][C:30]=1B(O)O.C(=O)([O-])[O-].[K+].[K+]. (7) Given the product [C:11]([C:14]1[C:19]([NH:20][C:8]([C:6]2[CH:5]=[CH:4][CH:3]=[C:2]([CH3:1])[N:7]=2)=[O:10])=[C:18]([CH3:21])[C:17]([O:22][CH3:23])=[CH:16][CH:15]=1)(=[O:13])[CH3:12], predict the reactants needed to synthesize it. The reactants are: [CH3:1][C:2]1[N:7]=[C:6]([C:8]([OH:10])=O)[CH:5]=[CH:4][CH:3]=1.[C:11]([C:14]1[C:19]([NH2:20])=[C:18]([CH3:21])[C:17]([O:22][CH3:23])=[CH:16][CH:15]=1)(=[O:13])[CH3:12].N1C=CC=CC=1.O=P(Cl)(Cl)Cl.[OH-].[Na+]. (8) Given the product [Cl:8][C:6]1[CH:7]=[C:2]([NH:1][C:35](=[O:41])[CH2:36][CH2:37][C:38]([OH:40])=[O:39])[C:3]([O:9][CH2:10][C:11]([N:13]2[CH2:18][CH2:17][N:16]([CH2:19][C:20]3[CH:25]=[CH:24][C:23]([F:26])=[CH:22][CH:21]=3)[CH2:15][C@H:14]2[CH3:27])=[O:12])=[N:4][CH:5]=1, predict the reactants needed to synthesize it. The reactants are: [NH2:1][C:2]1[C:3]([O:9][CH2:10][C:11]([N:13]2[CH2:18][CH2:17][N:16]([CH2:19][C:20]3[CH:25]=[CH:24][C:23]([F:26])=[CH:22][CH:21]=3)[CH2:15][C@H:14]2[CH3:27])=[O:12])=[N:4][CH:5]=[C:6]([Cl:8])[CH:7]=1.CN1CCOCC1.[C:35]1(=[O:41])[O:40][C:38](=[O:39])[CH2:37][CH2:36]1.